Predict the product of the given reaction. From a dataset of Forward reaction prediction with 1.9M reactions from USPTO patents (1976-2016). Given the reactants Br[C:2]1[CH:3]=[C:4]([C:14]([NH:16][CH2:17][C:18]2[C:19](=[O:26])[NH:20][C:21]([CH3:25])=[CH:22][C:23]=2[CH3:24])=[O:15])[C:5]2[CH:10]=[N:9][N:8]([CH:11]([CH3:13])[CH3:12])[C:6]=2[N:7]=1.[CH3:27][C:28]1([CH3:45])[CH2:33][C:32](B2OC(C)(C)C(C)(C)O2)=[CH:31][C:30]([CH3:44])([CH3:43])[NH:29]1.C([O-])([O-])=O.[Na+].[Na+].CCOC(C)=O, predict the reaction product. The product is: [CH3:24][C:23]1[CH:22]=[C:21]([CH3:25])[NH:20][C:19](=[O:26])[C:18]=1[CH2:17][NH:16][C:14]([C:4]1[C:5]2[CH:10]=[N:9][N:8]([CH:11]([CH3:13])[CH3:12])[C:6]=2[N:7]=[C:2]([C:32]2[CH2:31][C:30]([CH3:44])([CH3:43])[NH:29][C:28]([CH3:45])([CH3:27])[CH:33]=2)[CH:3]=1)=[O:15].